From a dataset of Full USPTO retrosynthesis dataset with 1.9M reactions from patents (1976-2016). Predict the reactants needed to synthesize the given product. (1) Given the product [CH3:3][C@@:4]12[C:12](=[O:13])[CH2:11][CH2:10][C@H:9]1[C@@H:8]1[CH2:14][C:15]([C:16]3[CH:17]=[C:18]([OH:19])[CH:20]=[CH:21][C:22]=3[C@H:7]1[CH2:6][CH2:5]2)=[O:27].[CH:32]([O:35][CH:4]([CH3:5])[CH3:3])([CH3:34])[CH3:33], predict the reactants needed to synthesize it. The reactants are: II.[CH3:3][C@@:4]12[C:12](=[O:13])[CH2:11][CH2:10][C@H:9]1[C@@H:8]1[CH2:14][CH2:15][C:16]3[C@@H:22]([C@H:7]1[CH2:6][CH2:5]2)[CH2:21][CH2:20][C:18](=[O:19])[CH:17]=3.O=O.S([O-])([O-])(=[O:27])=S.[Na+].[Na+].[CH:32]([OH:35])([CH3:34])[CH3:33]. (2) Given the product [ClH:44].[CH:19]1[C:15]2[CH:16]=[CH:17][C:18]3[CH:8]=[CH:9][CH:10]=[CH:11][C:12]=3[C:13](=[CH:23][CH2:24][CH2:25][N:26]([CH3:43])[C:27](=[O:28])[C@@H:29]([NH:34][CH3:35])[CH2:30][CH:31]([CH3:33])[CH3:32])[C:14]=2[CH:22]=[CH:21][CH:20]=1, predict the reactants needed to synthesize it. The reactants are: FC(F)(F)C(O)=O.[CH:8]1[C:18]2[CH:17]=[CH:16][C:15]3[CH:19]=[CH:20][CH:21]=[CH:22][C:14]=3[C:13](=[CH:23][CH2:24][CH2:25][N:26]([CH3:43])[C:27]([C@@H:29]([N:34](C)[C:35](=O)OC(C)(C)C)[CH2:30][CH:31]([CH3:33])[CH3:32])=[O:28])[C:12]=2[CH:11]=[CH:10][CH:9]=1.[Cl:44]CCl. (3) Given the product [CH3:26][O:25][C:22]1[CH:23]=[CH:24][C:19]([O:18][C:16]([N:6]2[CH:7]([C:29]3[C:30]4[C:35](=[CH:34][CH:33]=[CH:32][CH:31]=4)[NH:27][CH:28]=3)[C:8]3[C:13](=[CH:12][CH:11]=[CH:10][CH:9]=3)[C:14]3[CH:1]=[CH:2][CH:3]=[CH:4][C:5]2=3)=[O:17])=[CH:20][CH:21]=1, predict the reactants needed to synthesize it. The reactants are: [CH:1]1[C:14]2[C:5](=[N:6][CH:7]=[C:8]3[C:13]=2[CH:12]=[CH:11][CH:10]=[CH:9]3)[CH:4]=[CH:3][CH:2]=1.Cl[C:16]([O:18][C:19]1[CH:24]=[CH:23][C:22]([O:25][CH3:26])=[CH:21][CH:20]=1)=[O:17].[NH:27]1[C:35]2[C:30](=[CH:31][CH:32]=[CH:33][CH:34]=2)[CH:29]=[CH:28]1. (4) Given the product [CH:17]1([NH:16][C:14](=[O:15])[C:13]2[CH:20]=[CH:21][C:22]([CH3:23])=[C:11]([C:7]3[N:6]=[C:5]4[NH:4][N:3]=[C:2]([NH:1][C:29]([C:28]5[CH:32]=[CH:33][C:25]([F:24])=[CH:26][CH:27]=5)=[O:30])[C:10]4=[CH:9][CH:8]=3)[CH:12]=2)[CH2:18][CH2:19]1, predict the reactants needed to synthesize it. The reactants are: [NH2:1][C:2]1[C:10]2[C:5](=[N:6][C:7]([C:11]3[CH:12]=[C:13]([CH:20]=[CH:21][C:22]=3[CH3:23])[C:14]([NH:16][CH:17]3[CH2:19][CH2:18]3)=[O:15])=[CH:8][CH:9]=2)[NH:4][N:3]=1.[F:24][C:25]1[CH:33]=[CH:32][C:28]([C:29](Cl)=[O:30])=[CH:27][CH:26]=1. (5) Given the product [Cl:18][C:16]1[CH:17]=[C:2]([Cl:1])[C:3]([O:4][C:5]2[N:9]([CH3:10])[N:8]=[C:7]([CH3:11])[C:6]=2[CH3:12])=[CH:14][C:15]=1[OH:19], predict the reactants needed to synthesize it. The reactants are: [Cl:1][C:2]1[CH:17]=[C:16]([Cl:18])[C:15]([O:19]CC2C=CC(OC)=CC=2)=[CH:14][C:3]=1[O:4][C:5]1[N:9]([CH3:10])[N:8]=[C:7]([CH3:11])[C:6]=1[CH:12]=O.O.NN.[OH-].[K+].S(=O)(=O)(O)O.[OH-].[Na+].C(=O)([O-])O.[Na+]. (6) Given the product [O:8]=[C:4]1[CH2:5][CH2:6][CH2:7][N:1]([C:21]([O:20][C:17]([CH3:19])([CH3:18])[CH3:16])=[O:22])[CH2:2][CH2:3]1, predict the reactants needed to synthesize it. The reactants are: [NH:1]1[CH2:7][CH2:6][CH2:5][C:4](=[O:8])[CH2:3][CH2:2]1.C(N(CC)CC)C.[CH3:16][C:17]([O:20][C:21](O[C:21]([O:20][C:17]([CH3:19])([CH3:18])[CH3:16])=[O:22])=[O:22])([CH3:19])[CH3:18].[NH4+].[Cl-].